Predict the reaction yield, written as a fraction of the theoretical maximum amount of product (1.0 means a 100% yield; for example, 0.34 means a 34% yield). From a dataset of Reaction yield outcomes from USPTO patents with 853,638 reactions. (1) The reactants are [F:1][C:2]1[CH:3]=[C:4]2[C:24](=[O:25])[N:22]([CH:23]=1)[CH2:21][C@@H:20](O)[CH2:19][NH:18][C:17](=[O:27])[C:16]1=[C:28]3[N:29]=[C:10]([CH:11]=[CH:12][N:13]3[N:14]=[CH:15]1)[N:9]1[C@@H:5]2[CH2:6][CH2:7][CH2:8]1.COCCN(S(F)(F)[F:40])CCOC.C(O)C.C([O-])(O)=O.[Na+]. The catalyst is CS(C)=O.C(Cl)Cl. The product is [F:1][C:2]1[CH:3]=[C:4]2[C:24](=[O:25])[N:22]([CH:23]=1)[CH2:21][C@H:20]([F:40])[CH2:19][NH:18][C:17](=[O:27])[C:16]1=[C:28]3[N:29]=[C:10]([CH:11]=[CH:12][N:13]3[N:14]=[CH:15]1)[N:9]1[C@@H:5]2[CH2:6][CH2:7][CH2:8]1. The yield is 0.120. (2) The reactants are [F:1][C:2]1[C:3]([F:12])=[CH:4][C:5]2[S:9][C:8]([NH2:10])=[N:7][C:6]=2[CH:11]=1.[C:13]1([CH3:22])[CH:18]=[CH:17][C:16]([C:19](Cl)=[O:20])=[CH:15][CH:14]=1.C[O:24][C:25]1[CH:34]=CC2N=C(N)SC=2C=1.ClC1C=C(C=CC=1)C(Cl)=[O:40]. No catalyst specified. The product is [F:1][C:2]1[C:3]([F:12])=[CH:4][C:5]2[S:9][C:8](=[N:10][C:19](=[O:20])[C:16]3[CH:17]=[CH:18][C:13]([CH3:22])=[CH:14][CH:15]=3)[N:7]([CH2:34][C:25]([OH:24])=[O:40])[C:6]=2[CH:11]=1. The yield is 0.310. (3) The reactants are [F:1][C:2]1[CH:7]=[C:6]([F:8])[CH:5]=[CH:4][C:3]=1[Mg]Br.[C:11]1(=O)[CH2:15][CH2:14][CH2:13][CH2:12]1.Cl. The catalyst is C1COCC1. The product is [C:11]1([C:3]2[CH:4]=[CH:5][C:6]([F:8])=[CH:7][C:2]=2[F:1])[CH2:15][CH2:14][CH2:13][CH:12]=1. The yield is 0.263. (4) The reactants are FC([C:4]([O:10][C:11]([C:14]([C:17]([C:20]([C:23]([C:26](F)=[O:27])([F:25])[F:24])([F:22])[F:21])([F:19])[F:18])([F:16])[F:15])([F:13])[F:12])([C:6]([F:9])([F:8])[F:7])[F:5])=O.FC(F)(F)C1(F)[O:35]C1(F)F.FC(F)(C(F)(F)C(F)(F)C(F)(F)C(F)=O)C(F)=O.C(=O)([O-])[O-].[Na+].[Na+].C(=O)=O.S(=O)(=O)(O)O. The catalyst is COCCOCCOC.O. The product is [C:6]([CH:4]([O:10][C:11]([C:14]([C:17]([C:20]([C:23]([C:26]([OH:35])=[O:27])([F:24])[F:25])([F:21])[F:22])([F:19])[F:18])([F:15])[F:16])([F:12])[F:13])[F:5])([F:9])([F:7])[F:8]. The yield is 0.950. (5) The reactants are C1(C2C(O[C@@H]3CCCN(CC4C=CC(Cl)=C(Cl)C=4)C3)=CC(F)=C(C=2)C(O)=O)CC1.[CH:30]1([C:33]2[C:34]([O:43][C@@H:44]3[CH2:49][CH2:48][CH2:47][N:46]([CH2:50][C:51]4[CH:56]=[CH:55][CH:54]=[CH:53][C:52]=4[Cl:57])[CH2:45]3)=[CH:35][C:36]([F:42])=[C:37]([CH:41]=2)[C:38](O)=[O:39])[CH2:32][CH2:31]1.CS(N)(=O)=O.[N:63]1([S:67]([NH2:70])(=[O:69])=[O:68])[CH2:66][CH2:65][CH2:64]1. No catalyst specified. The product is [N:63]1([S:67]([NH:70][C:38](=[O:39])[C:37]2[CH:41]=[C:33]([CH:30]3[CH2:31][CH2:32]3)[C:34]([O:43][C@@H:44]3[CH2:49][CH2:48][CH2:47][N:46]([CH2:50][C:51]4[CH:56]=[CH:55][CH:54]=[CH:53][C:52]=4[Cl:57])[CH2:45]3)=[CH:35][C:36]=2[F:42])(=[O:69])=[O:68])[CH2:66][CH2:65][CH2:64]1. The yield is 0.740. (6) The reactants are [CH2:1]([C@H:8]([NH:42][C:43]([C@@H:45]([NH:50][C:51](=[O:54])[O:52][CH3:53])[C:46]([CH3:49])([CH3:48])[CH3:47])=[O:44])[C@@H:9]([OH:41])[CH2:10][C@@H:11]([NH:19][C:20](=[O:40])[C@@H:21]([N:26]1[CH2:30][CH2:29][N:28]([CH2:31][C:32]2[CH:37]=[CH:36][CH:35]=[C:34]([CH3:38])[N:33]=2)[C:27]1=[O:39])[C:22]([CH3:25])([CH3:24])[CH3:23])[CH2:12][C:13]1[CH:18]=[CH:17][CH:16]=[CH:15][CH:14]=1)[C:2]1[CH:7]=[CH:6][CH:5]=[CH:4][CH:3]=1.[CH3:55][S:56]([CH3:58])=O.C(O)(=O)C.C(OC(=O)C)(=O)C.C(=O)([O-])[O-].[Na+].[Na+]. No catalyst specified. The product is [CH2:1]([C@H:8]([NH:42][C:43](=[O:44])[C@H:45]([C:46]([CH3:47])([CH3:48])[CH3:49])[NH:50][C:51]([O:52][CH3:53])=[O:54])[C@@H:9]([O:41][CH2:55][S:56][CH3:58])[CH2:10][C@@H:11]([NH:19][C:20](=[O:40])[C@@H:21]([N:26]1[CH2:30][CH2:29][N:28]([CH2:31][C:32]2[CH:37]=[CH:36][CH:35]=[C:34]([CH3:38])[N:33]=2)[C:27]1=[O:39])[C:22]([CH3:25])([CH3:24])[CH3:23])[CH2:12][C:13]1[CH:18]=[CH:17][CH:16]=[CH:15][CH:14]=1)[C:2]1[CH:3]=[CH:4][CH:5]=[CH:6][CH:7]=1. The yield is 0.600. (7) The reactants are Br[C:2]1[CH:7]=[CH:6][C:5]([C:8]2([OH:12])[CH2:11][CH2:10][CH2:9]2)=[CH:4][C:3]=1[F:13].[CH3:14][C:15]1([CH3:29])[CH2:20][O:19][B:18]([B:18]2[O:19][CH2:20][C:15]([CH3:29])([CH3:14])[CH2:16][O:17]2)[O:17][CH2:16]1.C([O-])(=O)C.[K+]. The catalyst is O1CCOCC1.O.C1C=CC(P(C2C=CC=CC=2)[C-]2C=CC=C2)=CC=1.C1C=CC(P(C2C=CC=CC=2)[C-]2C=CC=C2)=CC=1.Cl[Pd]Cl.[Fe+2]. The product is [CH3:14][C:15]1([CH3:29])[CH2:20][O:19][B:18]([C:2]2[CH:7]=[CH:6][C:5]([C:8]3([OH:12])[CH2:11][CH2:10][CH2:9]3)=[CH:4][C:3]=2[F:13])[O:17][CH2:16]1. The yield is 0.620. (8) The reactants are Br[C:2]1[CH:3]=[C:4]2[C:9](=[CH:10][CH:11]=1)[N:8]=[CH:7][C:6]([C:12]([CH:14]1[CH2:16][CH2:15]1)=[O:13])=[C:5]2[N:17]1[CH2:22][CH2:21][CH:20]([CH2:23][N:24]([CH3:26])[CH3:25])[CH2:19][CH2:18]1.[Cl:27][C:28]1[CH:33]=[C:32](B2OC(C)(C)C(C)(C)O2)[CH:31]=[C:30]([F:43])[C:29]=1[OH:44]. No catalyst specified. The product is [Cl:27][C:28]1[CH:33]=[C:32]([C:2]2[CH:3]=[C:4]3[C:9](=[CH:10][CH:11]=2)[N:8]=[CH:7][C:6]([C:12]([CH:14]2[CH2:16][CH2:15]2)=[O:13])=[C:5]3[N:17]2[CH2:18][CH2:19][CH:20]([CH2:23][N:24]([CH3:26])[CH3:25])[CH2:21][CH2:22]2)[CH:31]=[C:30]([F:43])[C:29]=1[OH:44]. The yield is 0.640.